Dataset: Cav3 T-type calcium channel HTS with 100,875 compounds. Task: Binary Classification. Given a drug SMILES string, predict its activity (active/inactive) in a high-throughput screening assay against a specified biological target. (1) The molecule is S=c1n(c(=O)c2c([nH]1)cc(C(=O)N1CCN(CC1)C)cc2)Cc1c(OC)cccc1. The result is 0 (inactive). (2) The molecule is O=c1n(Cc2ccccc2)c(=O)c2n[nH]c(c12)C(OCC)=O. The result is 0 (inactive).